Dataset: Forward reaction prediction with 1.9M reactions from USPTO patents (1976-2016). Task: Predict the product of the given reaction. (1) Given the reactants [OH:1][N:2]=[C:3]([NH2:10])[C:4]1[CH:9]=[CH:8][CH:7]=[N:6][CH:5]=1.[Cl:11][C:12]1[CH:20]=[CH:19][C:15]([C:16](Cl)=O)=[CH:14][N:13]=1.N, predict the reaction product. The product is: [Cl:11][C:12]1[N:13]=[CH:14][C:15]([C:16]2[O:1][N:2]=[C:3]([C:4]3[CH:5]=[N:6][CH:7]=[CH:8][CH:9]=3)[N:10]=2)=[CH:19][CH:20]=1. (2) Given the reactants [CH:1]1[CH:6]=[CH:5][C:4]([CH:7]([OH:13])[CH:8]([NH2:12])[C:9]([OH:11])=[O:10])=[CH:3][CH:2]=1.[C:14]1([CH2:20][C:21](O)=O)[CH:19]=[CH:18][CH:17]=[CH:16][CH:15]=1, predict the reaction product. The product is: [CH2:20]([C:21]1[O:13][C:7]([C:4]2[CH:3]=[CH:2][CH:1]=[CH:6][CH:5]=2)=[C:8]([C:9]([OH:11])=[O:10])[N:12]=1)[C:14]1[CH:19]=[CH:18][CH:17]=[CH:16][CH:15]=1. (3) Given the reactants [CH2:1]([N:3]([C@H:10]1[CH2:14][CH2:13][NH:12][CH2:11]1)[C:4]1[N:9]=[CH:8][CH:7]=[CH:6][N:5]=1)C.[F:15][C:16]1[CH:24]=[CH:23][C:22]([CH:25]=[O:26])=[CH:21][C:17]=1[C:18](O)=[O:19].C(N(CC)C(C)C)(C)C, predict the reaction product. The product is: [F:15][C:16]1[CH:24]=[CH:23][C:22]([CH:25]=[O:26])=[CH:21][C:17]=1[C:18]([N:12]1[CH2:13][CH2:14][C@H:10]([N:3]([CH3:1])[C:4]2[N:9]=[CH:8][CH:7]=[CH:6][N:5]=2)[CH2:11]1)=[O:19]. (4) Given the reactants [OH:1][C@@H:2]1[C@@H:10]([CH2:11][NH:12][CH3:13])[O:9][C@H:8]2[C@H:4]([N:5]=[C:6]([N:14](C)[C:15](=O)OC(C)(C)C)[S:7]2)[C@H:3]1[OH:23].[ClH:24], predict the reaction product. The product is: [CH3:15][NH:14][C:6]1[S:7][C@H:8]2[O:9][C@H:10]([CH2:11][NH:12][CH3:13])[C@@H:2]([OH:1])[C@H:3]([OH:23])[C@H:4]2[N:5]=1.[ClH:24]. (5) Given the reactants [NH2:1][C:2]1[CH:3]=[CH:4][C:5]([S:24]([CH:27]([CH3:29])[CH3:28])(=[O:26])=[O:25])=[C:6]([CH:8]2[CH:12]([C:13]([O:15][CH3:16])=[O:14])[CH2:11][CH2:10][N:9]2C(OC(C)(C)C)=O)[CH:7]=1.[ClH:30], predict the reaction product. The product is: [ClH:30].[NH2:1][C:2]1[CH:3]=[CH:4][C:5]([S:24]([CH:27]([CH3:29])[CH3:28])(=[O:26])=[O:25])=[C:6]([CH:8]2[CH:12]([C:13]([O:15][CH3:16])=[O:14])[CH2:11][CH2:10][NH:9]2)[CH:7]=1.